Predict the reaction yield, written as a fraction of the theoretical maximum amount of product (1.0 means a 100% yield; for example, 0.34 means a 34% yield). From a dataset of Reaction yield outcomes from USPTO patents with 853,638 reactions. (1) The reactants are [CH:1](N)([CH3:3])[CH3:2].[Li][CH2:6]CCC.[Br:10][C:11]1[CH:16]=[CH:15][N:14]=[C:13]2[N:17]([S:20]([C:23]3[CH:28]=[CH:27][CH:26]=[CH:25][CH:24]=3)(=[O:22])=[O:21])[CH:18]=[CH:19][C:12]=12.CC([CH:33]1[CH2:38][C:37](=[O:39])[CH2:36][CH2:35][N:34]1[C:40]([O-:42])=[O:41])(C)C. The catalyst is C1COCC1. The product is [Br:10][C:11]1[CH:16]=[CH:15][N:14]=[C:13]2[N:17]([S:20]([C:23]3[CH:28]=[CH:27][CH:26]=[CH:25][CH:24]=3)(=[O:22])=[O:21])[C:18]([C:37]3([OH:39])[CH2:38][CH2:33][N:34]([C:40]([O:42][C:1]([CH3:3])([CH3:6])[CH3:2])=[O:41])[CH2:35][CH2:36]3)=[CH:19][C:12]=12. The yield is 0.850. (2) The reactants are [F:1][C:2]([F:33])([F:32])[C:3]1[CH:4]=[C:5]([CH:25]=[C:26]([C:28]([F:31])([F:30])[F:29])[CH:27]=1)[CH2:6][N:7]([CH3:24])[C:8](=[O:23])[C:9]1[C:14]([C:15]2[CH:20]=[CH:19][CH:18]=[CH:17][C:16]=2[CH3:21])=[CH:13][C:12]([OH:22])=[N:11][CH:10]=1.[CH2:34](Br)[C:35]1[CH:40]=[CH:39][CH:38]=[CH:37][CH:36]=1. The catalyst is ClCCl.C(=O)([O-])[O-].[Ag+2]. The product is [CH2:34]([O:22][C:12]1[CH:13]=[C:14]([C:15]2[CH:20]=[CH:19][CH:18]=[CH:17][C:16]=2[CH3:21])[C:9]([C:8]([N:7]([CH2:6][C:5]2[CH:4]=[C:3]([C:2]([F:32])([F:1])[F:33])[CH:27]=[C:26]([C:28]([F:31])([F:30])[F:29])[CH:25]=2)[CH3:24])=[O:23])=[CH:10][N:11]=1)[C:35]1[CH:40]=[CH:39][CH:38]=[CH:37][CH:36]=1. The yield is 0.410. (3) The catalyst is C1COCC1. The yield is 0.370. The product is [Cl:1][C:2]1[CH:7]=[C:6]([C:8]2[CH:13]=[N:12][CH:11]=[C:10]([CH3:14])[N:9]=2)[CH:5]=[CH:4][C:3]=1[C:15]1[C:27](=[O:28])[N:26]([CH2:29][CH2:30][CH2:31][C:32]([NH2:34])=[O:33])[C:18]2[N:19]=[C:20]([NH:39][CH3:38])[N:21]=[CH:22][C:17]=2[CH:16]=1. The reactants are [Cl:1][C:2]1[CH:7]=[C:6]([C:8]2[CH:13]=[N:12][CH:11]=[C:10]([CH3:14])[N:9]=2)[CH:5]=[CH:4][C:3]=1[C:15]1[C:27](=[O:28])[N:26]([CH2:29][CH2:30][CH2:31][C:32]([NH2:34])=[O:33])[C:18]2[N:19]=[C:20](S(C)=O)[N:21]=[CH:22][C:17]=2[CH:16]=1.CN.C[CH2:38][N:39](C(C)C)C(C)C. (4) The reactants are [CH3:1][S:2]([C:5]1[CH:6]=[CH:7][C:8]([O:14][C@@H:15]([CH3:20])[C:16]([F:19])([F:18])[F:17])=[C:9]([CH:13]=1)[C:10]([OH:12])=O)(=[O:4])=[O:3].FC(F)(F)C(O)=O.[F:28][C:29]([F:42])([F:41])[C:30]1[S:34][C:33]([N:35]2[CH2:40][CH2:39][NH:38][CH2:37][CH2:36]2)=[N:32][N:31]=1. No catalyst specified. The product is [CH3:1][S:2]([C:5]1[CH:6]=[CH:7][C:8]([O:14][C@@H:15]([CH3:20])[C:16]([F:19])([F:18])[F:17])=[C:9]([C:10]([N:38]2[CH2:37][CH2:36][N:35]([C:33]3[S:34][C:30]([C:29]([F:41])([F:28])[F:42])=[N:31][N:32]=3)[CH2:40][CH2:39]2)=[O:12])[CH:13]=1)(=[O:3])=[O:4]. The yield is 0.520. (5) The reactants are [OH:1][N:2]=[C:3]([Cl:14])[C@H:4]1[CH2:8][O:7][C:6]2([CH2:13][CH2:12][CH2:11][CH2:10][CH2:9]2)[O:5]1.[CH3:15][S:16](Cl)(=[O:18])=[O:17].C(N(C(C)C)C(C)C)C. The catalyst is C1COCC1. The product is [CH3:15][S:16]([O:1][N:2]=[C:3]([Cl:14])[C@H:4]1[CH2:8][O:7][C:6]2([CH2:13][CH2:12][CH2:11][CH2:10][CH2:9]2)[O:5]1)(=[O:18])=[O:17]. The yield is 0.738. (6) The reactants are [Cl:1][C:2]1[C:12]2[CH2:11][CH2:10][N:9]([C:13](=[O:18])[C:14]([F:17])([F:16])[F:15])[CH2:8][CH2:7][C:6]=2[CH:5]=[C:4]([N+:19]([O-])=O)[CH:3]=1.OO.C1(C)C=CC=CC=1. The catalyst is CO.[Cl-].[Cl-].[Cl-].[Ti+3]. The product is [NH2:19][C:4]1[CH:3]=[C:2]([Cl:1])[C:12]2[CH2:11][CH2:10][N:9]([C:13](=[O:18])[C:14]([F:17])([F:15])[F:16])[CH2:8][CH2:7][C:6]=2[CH:5]=1. The yield is 0.630. (7) The reactants are [CH2:1]([C:8]1[S:9][C:10]([CH3:28])=[C:11]([CH3:27])[C:12]=1[C:13]([C:15]1[CH:20]=[CH:19][C:18]([OH:21])=[C:17]([CH:22]2[CH2:26][CH2:25][CH2:24][CH2:23]2)[CH:16]=1)=[O:14])[C:2]1[CH:7]=[CH:6][CH:5]=[CH:4][CH:3]=1.Cl[S:30]([C:33]1[CH:41]=[CH:40][C:36]([C:37]([OH:39])=[O:38])=[C:35]([OH:42])[CH:34]=1)(=[O:32])=[O:31]. No catalyst specified. The product is [CH2:1]([C:8]1[S:9][C:10]([CH3:28])=[C:11]([CH3:27])[C:12]=1[C:13]([C:15]1[CH:20]=[CH:19][C:18]([O:21][S:30]([C:33]2[CH:41]=[CH:40][C:36]([C:37]([OH:39])=[O:38])=[C:35]([OH:42])[CH:34]=2)(=[O:32])=[O:31])=[C:17]([CH:22]2[CH2:26][CH2:25][CH2:24][CH2:23]2)[CH:16]=1)=[O:14])[C:2]1[CH:3]=[CH:4][CH:5]=[CH:6][CH:7]=1. The yield is 0.570. (8) The reactants are [Cl-].C[O:3]C[P+](C1C=CC=CC=1)(C1C=CC=CC=1)C1C=CC=CC=1.C1([Li])C=CC=CC=1.[CH2:31]([O:35][CH2:36][CH2:37][CH2:38][CH3:39])CCC.[Cl:40][C:41]1[CH:48]=CC(C#N)=[CH:43][CH:42]=1. The catalyst is O1CCCC1. The product is [Cl:40][C:41]1[CH:48]=[CH:39][C:38]([C:37](=[O:3])[CH2:36][O:35][CH3:31])=[CH:43][CH:42]=1. The yield is 0.510. (9) The reactants are [C:1]([N:8]1[CH2:13][CH2:12][C:11](=[O:14])[CH2:10][CH2:9]1)([O:3][C:4]([CH3:7])([CH3:6])[CH3:5])=[O:2].[CH3:15][Mg]Cl.[NH4+].[Cl-]. The catalyst is C1COCC1. The product is [C:4]([O:3][C:1]([N:8]1[CH2:13][CH2:12][C:11]([OH:14])([CH3:15])[CH2:10][CH2:9]1)=[O:2])([CH3:7])([CH3:6])[CH3:5]. The yield is 0.930.